The task is: Regression. Given two drug SMILES strings and cell line genomic features, predict the synergy score measuring deviation from expected non-interaction effect.. This data is from NCI-60 drug combinations with 297,098 pairs across 59 cell lines. (1) Drug 1: C1CCC(C1)C(CC#N)N2C=C(C=N2)C3=C4C=CNC4=NC=N3. Drug 2: C1=CC=C(C(=C1)C(C2=CC=C(C=C2)Cl)C(Cl)Cl)Cl. Cell line: SK-MEL-5. Synergy scores: CSS=-11.3, Synergy_ZIP=8.61, Synergy_Bliss=5.53, Synergy_Loewe=-12.9, Synergy_HSA=-12.6. (2) Drug 1: C(CCl)NC(=O)N(CCCl)N=O. Drug 2: CC12CCC3C(C1CCC2OP(=O)(O)O)CCC4=C3C=CC(=C4)OC(=O)N(CCCl)CCCl.[Na+]. Cell line: NCI-H522. Synergy scores: CSS=4.80, Synergy_ZIP=-2.69, Synergy_Bliss=-3.78, Synergy_Loewe=-17.8, Synergy_HSA=-8.50. (3) Drug 1: C(=O)(N)NO. Drug 2: C(CCl)NC(=O)N(CCCl)N=O. Cell line: UO-31. Synergy scores: CSS=-4.72, Synergy_ZIP=1.39, Synergy_Bliss=-0.698, Synergy_Loewe=-4.08, Synergy_HSA=-3.29. (4) Drug 1: CN(C)C1=NC(=NC(=N1)N(C)C)N(C)C. Cell line: CAKI-1. Synergy scores: CSS=0.425, Synergy_ZIP=-1.98, Synergy_Bliss=-4.00, Synergy_Loewe=-1.21, Synergy_HSA=-2.24. Drug 2: CCC1(CC2CC(C3=C(CCN(C2)C1)C4=CC=CC=C4N3)(C5=C(C=C6C(=C5)C78CCN9C7C(C=CC9)(C(C(C8N6C=O)(C(=O)OC)O)OC(=O)C)CC)OC)C(=O)OC)O.OS(=O)(=O)O. (5) Drug 1: C1=NC2=C(N=C(N=C2N1C3C(C(C(O3)CO)O)O)F)N. Drug 2: CCN(CC)CCNC(=O)C1=C(NC(=C1C)C=C2C3=C(C=CC(=C3)F)NC2=O)C. Cell line: HL-60(TB). Synergy scores: CSS=37.5, Synergy_ZIP=3.29, Synergy_Bliss=2.38, Synergy_Loewe=-10.7, Synergy_HSA=-10.0. (6) Drug 1: COC1=NC(=NC2=C1N=CN2C3C(C(C(O3)CO)O)O)N. Drug 2: CNC(=O)C1=NC=CC(=C1)OC2=CC=C(C=C2)NC(=O)NC3=CC(=C(C=C3)Cl)C(F)(F)F. Cell line: M14. Synergy scores: CSS=3.29, Synergy_ZIP=-1.56, Synergy_Bliss=-0.282, Synergy_Loewe=-3.57, Synergy_HSA=-0.970. (7) Drug 1: CS(=O)(=O)CCNCC1=CC=C(O1)C2=CC3=C(C=C2)N=CN=C3NC4=CC(=C(C=C4)OCC5=CC(=CC=C5)F)Cl. Drug 2: C1CN1C2=NC(=NC(=N2)N3CC3)N4CC4. Cell line: T-47D. Synergy scores: CSS=6.74, Synergy_ZIP=-6.20, Synergy_Bliss=-6.80, Synergy_Loewe=-12.0, Synergy_HSA=-9.28.